Task: Regression/Classification. Given a drug SMILES string, predict its absorption, distribution, metabolism, or excretion properties. Task type varies by dataset: regression for continuous measurements (e.g., permeability, clearance, half-life) or binary classification for categorical outcomes (e.g., BBB penetration, CYP inhibition). Dataset: pampa_ncats.. Dataset: PAMPA (Parallel Artificial Membrane Permeability Assay) permeability data from NCATS (1) The molecule is COC1=CC2=C(C=CN=C2C=C1OC)OC3=CC=C(C=C3)NC(=O)C4(CC4)C(=O)NC5=CC=C(C=C5)F. The result is 1 (high permeability). (2) The drug is COC1=CC=CC(=C1O)CNC2=CC=C(C=C2)S(=O)(=O)NC3=NC4=CC=CC=C4N3. The result is 1 (high permeability). (3) The compound is CC1=CC=C(C=C1)C2=NN=C(SC2)NC(=O)CSC3=NN=CN3C. The result is 1 (high permeability). (4) The molecule is C[C@H](C=C(C)C=CC(=O)NO)C(=O)C1=CC=C(C=C1)N(C)C. The result is 1 (high permeability). (5) The drug is CCOC(=O)N1CCN(CC1)CC2=NC3=C(N2C(C)C)C=CC(=C3)NC(=O)C4=CC=C(C=C4)OC. The result is 1 (high permeability).